Task: Predict the reactants needed to synthesize the given product.. Dataset: Full USPTO retrosynthesis dataset with 1.9M reactions from patents (1976-2016) Given the product [F:1][C:2]([F:12])([F:11])[C:3]1[CH:8]=[CH:7][CH:6]=[CH:5][C:4]=1[CH:19]([OH:20])[C:16]1[CH:17]=[CH:18][C:13]([CH3:21])=[CH:14][CH:15]=1, predict the reactants needed to synthesize it. The reactants are: [F:1][C:2]([F:12])([F:11])[C:3]1[CH:8]=[CH:7][CH:6]=[CH:5][C:4]=1[Mg]Br.[C:13]1([CH3:21])[CH:18]=[CH:17][C:16]([CH:19]=[O:20])=[CH:15][CH:14]=1.FC(F)(F)C1C=C(Cl)C=CC=1C(O)C1C=CC=CC=1.